Dataset: Catalyst prediction with 721,799 reactions and 888 catalyst types from USPTO. Task: Predict which catalyst facilitates the given reaction. (1) Reactant: [Cl:1][C:2]1[C:3]([O:13][CH2:14][CH2:15][CH2:16][C:17]2[C:18]([CH:32]([CH3:34])[CH3:33])=[N:19][N:20]([C:22]3[CH:27]=[CH:26][C:25]([C:28]([F:31])([F:30])[F:29])=[CH:24][N:23]=3)[CH:21]=2)=[C:4]([CH2:8][C:9]([O:11]C)=[O:10])[CH:5]=[CH:6][CH:7]=1.[OH-].[Na+].O1CCCC1.Cl. Product: [Cl:1][C:2]1[C:3]([O:13][CH2:14][CH2:15][CH2:16][C:17]2[C:18]([CH:32]([CH3:34])[CH3:33])=[N:19][N:20]([C:22]3[CH:27]=[CH:26][C:25]([C:28]([F:31])([F:29])[F:30])=[CH:24][N:23]=3)[CH:21]=2)=[C:4]([CH2:8][C:9]([OH:11])=[O:10])[CH:5]=[CH:6][CH:7]=1. The catalyst class is: 5. (2) Reactant: Br[C:2]1[C:10]2[S:9][C:8]([NH:11][C:12]([NH:14][CH2:15][CH3:16])=[O:13])=[N:7][C:6]=2[CH:5]=[C:4]([C:17]2[CH:18]=[N:19][CH:20]=[CH:21][CH:22]=2)[CH:3]=1.[F:23][C:24]1[CH:29]=[CH:28][CH:27]=[CH:26][C:25]=1B(O)O.[O-]P([O-])([O-])=O.[K+].[K+].[K+]. Product: [CH2:15]([NH:14][C:12]([NH:11][C:8]1[S:9][C:10]2[C:2]([C:25]3[CH:26]=[CH:27][CH:28]=[CH:29][C:24]=3[F:23])=[CH:3][C:4]([C:17]3[CH:18]=[N:19][CH:20]=[CH:21][CH:22]=3)=[CH:5][C:6]=2[N:7]=1)=[O:13])[CH3:16]. The catalyst class is: 169. (3) Product: [C:43]([O:46][CH:21]1[CH2:20][N:19]([CH2:32][CH2:33][CH2:34][CH2:35][CH2:36][CH2:37][C:38]([O:40][CH2:41][CH3:42])=[O:39])[C:10]2=[N:11][C:12]([C:13]3[CH:14]=[CH:15][CH:16]=[CH:17][CH:18]=3)=[C:7]([C:1]3[CH:2]=[CH:3][CH:4]=[CH:5][CH:6]=3)[N:8]=[C:9]2[CH:22]1[O:40][C:38](=[O:39])[CH3:37])(=[O:45])[CH3:44]. The catalyst class is: 325. Reactant: [C:1]1([C:7]2[N:8]=[C:9]3[CH:22](CC([O-])=O)[CH:21](CC([O-])=O)[CH2:20][NH:19][C:10]3=[N:11][C:12]=2[C:13]2[CH:18]=[CH:17][CH:16]=[CH:15][CH:14]=2)[CH:6]=[CH:5][CH:4]=[CH:3][CH:2]=1.O=[CH:32][CH2:33][CH2:34][CH2:35][CH2:36][CH2:37][C:38]([O:40][CH2:41][CH3:42])=[O:39].[C:43]([O:46][BH-]([O:46][C:43](=[O:45])[CH3:44])[O:46][C:43](=[O:45])[CH3:44])(=[O:45])[CH3:44].[Na+]. (4) Reactant: C(=O)([O-])[O-].[Cs+].[Cs+].Br[C:8]1[CH:9]=[CH:10][C:11]2[O:15][CH2:14][C:13](=[O:16])[C:12]=2[CH:17]=1.[F:18][C:19]1[CH:20]=[C:21](B(O)O)[CH:22]=[CH:23][CH:24]=1.C1(C)C=CC=CC=1. Product: [F:18][C:19]1[CH:24]=[C:23]([C:8]2[CH:9]=[CH:10][C:11]3[O:15][CH2:14][C:13](=[O:16])[C:12]=3[CH:17]=2)[CH:22]=[CH:21][CH:20]=1. The catalyst class is: 535. (5) Reactant: COC1C=C(OC)C=CC=1C1N2C(C=NC(S(C)=O)=N2)=CC=1.[CH3:23][O:24][C:25]1[CH:30]=[C:29]([O:31][CH3:32])[CH:28]=[CH:27][C:26]=1[C:33]1[N:41]2[C:36]([CH:37]=[N:38][C:39]([OH:42])=[N:40]2)=[CH:35][CH:34]=1.Cl. Product: [CH3:23][O:24][C:25]1[CH:30]=[C:29]([O:31][CH3:32])[CH:28]=[CH:27][C:26]=1[C:33]1[N:41]2[C:36]([CH:37]=[N:38][C:39]([OH:42])=[N:40]2)=[CH:35][CH:34]=1. The catalyst class is: 74.